Dataset: Full USPTO retrosynthesis dataset with 1.9M reactions from patents (1976-2016). Task: Predict the reactants needed to synthesize the given product. (1) Given the product [Cl:1][C:2]1[CH:3]=[C:4]([C:9]2[N:23]=[C:21]([CH2:20][CH:19]([CH3:24])[CH3:18])[N:22]=[C:11]([OH:13])[C:10]=2[C:16]#[N:17])[CH:5]=[CH:6][C:7]=1[Cl:8], predict the reactants needed to synthesize it. The reactants are: [Cl:1][C:2]1[CH:3]=[C:4](/[CH:9]=[C:10](\[C:16]#[N:17])/[C:11]([O:13]CC)=O)[CH:5]=[CH:6][C:7]=1[Cl:8].[CH3:18][CH:19]([CH3:24])[CH2:20][C:21]([NH2:23])=[NH:22].C(=O)([O-])[O-].[K+].[K+]. (2) Given the product [NH2:7][CH2:8][C:9]1[CH:14]=[CH:13][N:12]=[C:11]([C:15]2([NH:18][C:19]([C:21]3([NH:24][C:25]([C:27]4[N:31]5[C@@:32]([CH2:45][C:46]6[CH:51]=[CH:50][C:49]([C:52]#[N:53])=[CH:48][CH:47]=6)([CH3:44])[C:33](=[O:43])[N:34]([C:35]6[CH:40]=[C:39]([Cl:41])[CH:38]=[C:37]([Cl:42])[CH:36]=6)[C:30]5=[N:29][CH:28]=4)=[O:26])[CH2:22][CH2:23]3)=[O:20])[CH2:16][CH2:17]2)[CH:10]=1, predict the reactants needed to synthesize it. The reactants are: C(OC(=O)[NH:7][CH2:8][C:9]1[CH:14]=[CH:13][N:12]=[C:11]([C:15]2([NH:18][C:19]([C:21]3([NH:24][C:25]([C:27]4[N:31]5[C@@:32]([CH2:45][C:46]6[CH:51]=[CH:50][C:49]([C:52]#[N:53])=[CH:48][CH:47]=6)([CH3:44])[C:33](=[O:43])[N:34]([C:35]6[CH:40]=[C:39]([Cl:41])[CH:38]=[C:37]([Cl:42])[CH:36]=6)[C:30]5=[N:29][CH:28]=4)=[O:26])[CH2:23][CH2:22]3)=[O:20])[CH2:17][CH2:16]2)[CH:10]=1)(C)(C)C.C(Cl)Cl.C(O)(C(F)(F)F)=O. (3) Given the product [C:22]([O:21][C:19]([N:16]1[CH2:17][CH2:18][N:13]([CH:8]([C:5]2[CH:6]=[CH:7][C:2]([C:27]#[N:28])=[CH:3][CH:4]=2)[C:9]([O:11][CH3:12])=[O:10])[C:14](=[O:26])[CH2:15]1)=[O:20])([CH3:25])([CH3:24])[CH3:23], predict the reactants needed to synthesize it. The reactants are: Br[C:2]1[CH:7]=[CH:6][C:5]([CH:8]([N:13]2[CH2:18][CH2:17][N:16]([C:19]([O:21][C:22]([CH3:25])([CH3:24])[CH3:23])=[O:20])[CH2:15][C:14]2=[O:26])[C:9]([O:11][CH3:12])=[O:10])=[CH:4][CH:3]=1.[CH3:27][N:28](C=O)C.C(OCC)(=O)C.N. (4) Given the product [CH3:1][NH:2][CH:6]1[CH2:11][CH2:10][CH2:9][N:8]([C:12]2[CH:17]=[CH:16][C:15]([N:18]3[CH:27]=[CH:26][C:25]4[C:20](=[CH:21][CH:22]=[C:23]([O:28][CH2:29][C@@H:30]5[CH2:34][CH2:33][CH2:32][O:31]5)[CH:24]=4)[C:19]3=[O:35])=[CH:14][CH:13]=2)[CH2:7]1, predict the reactants needed to synthesize it. The reactants are: [CH3:1][N:2]([CH:6]1[CH2:11][CH2:10][CH2:9][N:8]([C:12]2[CH:17]=[CH:16][C:15]([N:18]3[CH:27]=[CH:26][C:25]4[C:20](=[CH:21][CH:22]=[C:23]([O:28][CH2:29][C@@H:30]5[CH2:34][CH2:33][CH2:32][O:31]5)[CH:24]=4)[C:19]3=[O:35])=[CH:14][CH:13]=2)[CH2:7]1)C(=O)C.[OH-].[Na+]. (5) Given the product [CH2:28]([O:15][C:13]([CH:12]1[CH:10]2[CH:20]([C:21]3[CH:22]=[CH:23][CH:24]=[CH:25][C:26]=3[CH2:17][CH2:11]2)[C:3]2[C:2]([Cl:1])=[CH:8][C:7]([Cl:9])=[CH:6][C:4]=2[NH:5]1)=[O:14])[CH3:29], predict the reactants needed to synthesize it. The reactants are: [Cl:1][C:2]1[CH:3]=[C:4]([CH:6]=[C:7]([Cl:9])[CH:8]=1)[NH2:5].[CH2:10]([C:12](=O)[C:13]([O-:15])=[O:14])[CH3:11].[CH2:17]1[C:26]2[C:21](=[CH:22][CH:23]=[CH:24][CH:25]=2)[CH:20]=CC1.F[C:28](F)(F)[C:29](O)=O. (6) Given the product [OH:22][B:19]1[C:18]2[CH:23]=[C:14]([NH:13][S:10]([C:3]3[CH:4]=[CH:5][C:6]([O:8][CH3:9])=[CH:7][C:2]=3[NH:1][C:25](=[O:26])[O:27][CH2:28][C:29]3[CH:34]=[CH:33][CH:32]=[CH:31][CH:30]=3)(=[O:11])=[O:12])[CH:15]=[CH:16][C:17]=2[CH2:21][O:20]1, predict the reactants needed to synthesize it. The reactants are: [NH2:1][C:2]1[CH:7]=[C:6]([O:8][CH3:9])[CH:5]=[CH:4][C:3]=1[S:10]([NH:13][C:14]1[CH:15]=[CH:16][C:17]2[CH2:21][O:20][B:19]([OH:22])[C:18]=2[CH:23]=1)(=[O:12])=[O:11].Cl[C:25]([O:27][CH2:28][C:29]1[CH:34]=[CH:33][CH:32]=[CH:31][CH:30]=1)=[O:26].OC1C=CC(S(=O)(=O)NC2C=CC3COB(O)C=3C=2)=C(NC(=O)COC2C=CC=CC=2)C=1.